From a dataset of Full USPTO retrosynthesis dataset with 1.9M reactions from patents (1976-2016). Predict the reactants needed to synthesize the given product. (1) Given the product [CH2:23]([C:6]1([CH2:4][OH:3])[CH2:11][CH2:10][CH2:9][N:8]([CH2:12][CH:13]2[O:18][C:17]3[CH:19]=[CH:20][CH:21]=[CH:22][C:16]=3[O:15][CH2:14]2)[CH2:7]1)[CH:24]=[CH2:25], predict the reactants needed to synthesize it. The reactants are: C([O:3][C:4]([C:6]1([CH2:23][CH:24]=[CH2:25])[CH2:11][CH2:10][CH2:9][N:8]([CH2:12][CH:13]2[O:18][C:17]3[CH:19]=[CH:20][CH:21]=[CH:22][C:16]=3[O:15][CH2:14]2)[CH2:7]1)=O)C.O1C2C=CC=CC=2OCC1CN1CCCC(CO)(C)C1. (2) The reactants are: [Br:1][C:2]1[CH:10]=[CH:9][CH:8]=[C:7]2[C:3]=1[C:4]([C:24]1[C:29]([OH:30])=[CH:28][CH:27]=[C:26]([O:31][CH3:32])[N:25]=1)([CH2:22]O)[C:5](=[O:21])[N:6]2[CH2:11][C:12]1[O:13][C:14]([C:17]([F:20])([F:19])[F:18])=[CH:15][CH:16]=1.C(P(CCCC)CCCC)CCC.N(C(OC(C)(C)C)=O)=NC(OC(C)(C)C)=O. Given the product [Br:1][C:2]1[CH:10]=[CH:9][CH:8]=[C:7]2[C:3]=1[C:4]1([C:24]3=[N:25][C:26]([O:31][CH3:32])=[CH:27][CH:28]=[C:29]3[O:30][CH2:22]1)[C:5](=[O:21])[N:6]2[CH2:11][C:12]1[O:13][C:14]([C:17]([F:19])([F:18])[F:20])=[CH:15][CH:16]=1, predict the reactants needed to synthesize it. (3) Given the product [ClH:38].[NH2:7][CH:8]([CH2:9][C:10]1[CH:11]=[CH:12][C:13]([O:16][C:17]2[CH:22]=[CH:21][C:20]([CH2:23][CH:24]3[S:28][C:27](=[O:29])[NH:26][C:25]3=[O:30])=[CH:19][CH:18]=2)=[CH:14][CH:15]=1)[C:31]([N:32]([CH3:34])[CH3:33])=[O:35], predict the reactants needed to synthesize it. The reactants are: C(OC(=O)[NH:7][CH:8]([C:31](=[O:35])[N:32]([CH3:34])[CH3:33])[CH2:9][C:10]1[CH:15]=[CH:14][C:13]([O:16][C:17]2[CH:22]=[CH:21][C:20]([CH2:23][CH:24]3[S:28][C:27](=[O:29])[NH:26][C:25]3=[O:30])=[CH:19][CH:18]=2)=[CH:12][CH:11]=1)(C)(C)C.C(Cl)[Cl:38]. (4) Given the product [Cl:1][C:2]1[N:10]=[C:9]2[C:5]([N:6]=[C:7]([CH:31]=[O:32])[N:8]2[CH:11]2[CH2:16][CH2:15][CH2:14][CH2:13][O:12]2)=[C:4]([N:17]2[CH2:22][CH2:21][O:20][CH2:19][CH2:18]2)[N:3]=1, predict the reactants needed to synthesize it. The reactants are: [Cl:1][C:2]1[N:10]=[C:9]2[C:5]([N:6]=[CH:7][N:8]2[CH:11]2[CH2:16][CH2:15][CH2:14][CH2:13][O:12]2)=[C:4]([N:17]2[CH2:22][CH2:21][O:20][CH2:19][CH2:18]2)[N:3]=1.[Li]CCCC.CN([CH:31]=[O:32])C. (5) Given the product [CH2:33]([CH:37]1[CH2:42][CH2:41][N:40]([CH2:1][CH2:2][CH2:3][N:12]2[C:21]3[C:16](=[CH:17][CH:18]=[CH:19][CH:20]=3)[CH2:15][CH2:14][CH2:13]2)[CH2:39][CH2:38]1)[CH2:34][CH2:35][CH3:36], predict the reactants needed to synthesize it. The reactants are: [CH2:1]([Li])[CH2:2][CH2:3]C.CCCCCC.[NH:12]1[C:21]2[C:16](=[CH:17][CH:18]=[CH:19][CH:20]=2)[CH2:15][CH2:14][CH2:13]1.ClCCCI.C([O-])([O-])=O.[K+].[K+].[CH2:33]([CH:37]1[CH2:42][CH2:41][NH:40][CH2:39][CH2:38]1)[CH2:34][CH2:35][CH3:36]. (6) Given the product [Br:1][C:2]1[NH:6][CH:5]=[C:4]([CH2:16][N:17]([CH3:25])[C:18](=[O:24])[O:19][C:20]([CH3:21])([CH3:22])[CH3:23])[CH:3]=1, predict the reactants needed to synthesize it. The reactants are: [Br:1][C:2]1[N:6](S(C2C=CC=CC=2)(=O)=O)[CH:5]=[C:4]([CH2:16][N:17]([CH3:25])[C:18](=[O:24])[O:19][C:20]([CH3:23])([CH3:22])[CH3:21])[CH:3]=1.O. (7) Given the product [Br:1][C:2]1[CH:3]=[CH:4][C:5]([CH:9]=[O:10])=[N:6][C:7]=1[CH3:8], predict the reactants needed to synthesize it. The reactants are: [Br:1][C:2]1[CH:3]=[CH:4][C:5]([C:9](OC)=[O:10])=[N:6][C:7]=1[CH3:8].[H-].C([Al+]CC(C)C)C(C)C.